This data is from Full USPTO retrosynthesis dataset with 1.9M reactions from patents (1976-2016). The task is: Predict the reactants needed to synthesize the given product. (1) Given the product [CH3:1][O:2][C:3]([C:5]1[N:6]=[N:7][N:8]([CH3:14])[C:9]=1[C:10]([O-:12])=[O:11])=[O:4].[Li+:17], predict the reactants needed to synthesize it. The reactants are: [CH3:1][O:2][C:3]([C:5]1[N:6]=[N:7][N:8]([CH3:14])[C:9]=1[C:10]([O:12]C)=[O:11])=[O:4].O.[OH-].[Li+:17]. (2) Given the product [Br-:31].[OH:10][C:9]([C:16]1[S:17][CH:18]=[CH:19][CH:20]=1)([C:11]1[S:12][CH:13]=[CH:14][CH:15]=1)[C:4]12[CH2:5][CH2:6][N+:1]([CH2:30][CH2:29][CH2:28][O:27][C:21]3[CH:26]=[CH:25][CH:24]=[CH:23][CH:22]=3)([CH2:8][CH2:7]1)[CH2:2][CH2:3]2, predict the reactants needed to synthesize it. The reactants are: [N:1]12[CH2:8][CH2:7][C:4]([C:9]([C:16]3[S:17][CH:18]=[CH:19][CH:20]=3)([C:11]3[S:12][CH:13]=[CH:14][CH:15]=3)[OH:10])([CH2:5][CH2:6]1)[CH2:3][CH2:2]2.[C:21]1([O:27][CH2:28][CH2:29][CH2:30][Br:31])[CH:26]=[CH:25][CH:24]=[CH:23][CH:22]=1. (3) Given the product [F:19][C:3]1[C:2]([C:30]#[C:29][C:27]([C:22]2[C:21]([F:20])=[CH:26][CH:25]=[CH:24][N:23]=2)([OH:31])[CH3:28])=[CH:18][C:6]2[C:7]3[N:8]([CH:12]=[C:13]([C:15]([NH2:17])=[O:16])[N:14]=3)[CH2:9][CH2:10][O:11][C:5]=2[CH:4]=1, predict the reactants needed to synthesize it. The reactants are: Br[C:2]1[C:3]([F:19])=[CH:4][C:5]2[O:11][CH2:10][CH2:9][N:8]3[CH:12]=[C:13]([C:15]([NH2:17])=[O:16])[N:14]=[C:7]3[C:6]=2[CH:18]=1.[F:20][C:21]1[C:22]([C:27]([OH:31])([C:29]#[CH:30])[CH3:28])=[N:23][CH:24]=[CH:25][CH:26]=1.